Dataset: Full USPTO retrosynthesis dataset with 1.9M reactions from patents (1976-2016). Task: Predict the reactants needed to synthesize the given product. (1) Given the product [C:16]([C:4]1[CH:5]=[C:6]2[C:10](=[C:2]([C:22]3[CH:23]=[CH:24][C:19]([F:18])=[CH:20][CH:21]=3)[CH:3]=1)[N:9]([CH3:11])[C:8]([C:12]([NH2:14])=[O:13])=[C:7]2[CH3:15])#[N:17], predict the reactants needed to synthesize it. The reactants are: Br[C:2]1[CH:3]=[C:4]([C:16]#[N:17])[CH:5]=[C:6]2[C:10]=1[N:9]([CH3:11])[C:8]([C:12]([NH2:14])=[O:13])=[C:7]2[CH3:15].[F:18][C:19]1[CH:24]=[CH:23][C:22](B(O)O)=[CH:21][CH:20]=1. (2) Given the product [Br:18][C:13]1[CH:12]=[CH:11][C:10]2[N:9]([CH2:19][CH:20]([OH:24])[CH2:21][NH:22][C:26]3[CH:31]=[CH:30][CH:29]=[CH:28][N:27]=3)[C:8]3[C:16]([C:15]=2[CH:14]=1)=[CH:17][C:5]([Br:4])=[CH:6][CH:7]=3, predict the reactants needed to synthesize it. The reactants are: O[Li].O.[Br:4][C:5]1[CH:6]=[CH:7][C:8]2[N:9]([CH2:19][CH:20]3[O:24]C(=O)[N:22]([C:26]4[CH:31]=[CH:30][CH:29]=[CH:28][N:27]=4)[CH2:21]3)[C:10]3[C:15]([C:16]=2[CH:17]=1)=[CH:14][C:13]([Br:18])=[CH:12][CH:11]=3.O. (3) Given the product [CH3:8][C:5]1[CH:6]=[CH:7][C:2]([NH:1][C:34]([C:26]2[O:27][C:28]3[C:29](=[N:30][CH:31]=[CH:32][CH:33]=3)[C:25]=2[NH:24][C:22]([C@H:19]2[CH2:20][CH2:21][C@H:16]([N:11]3[CH2:12][CH2:13][O:14][CH2:15][C:10]3=[O:9])[CH2:17][CH2:18]2)=[O:23])=[O:35])=[N:3][CH:4]=1, predict the reactants needed to synthesize it. The reactants are: [NH2:1][C:2]1[CH:7]=[CH:6][C:5]([CH3:8])=[CH:4][N:3]=1.[O:9]=[C:10]1[CH2:15][O:14][CH2:13][CH2:12][N:11]1[C@H:16]1[CH2:21][CH2:20][C@H:19]([C:22]([NH:24][C:25]2[C:29]3=[N:30][CH:31]=[CH:32][CH:33]=[C:28]3[O:27][C:26]=2[C:34](OC)=[O:35])=[O:23])[CH2:18][CH2:17]1.Cl.C(=O)([O-])O.[Na+]. (4) Given the product [CH3:31][N:5]([S:2]([CH3:1])(=[O:3])=[O:4])[C:6]1[CH:7]=[C:8]([C:24]([O:26][CH3:27])=[O:25])[C:9]2[CH2:10][CH2:11][N:12]([CH:17]([CH2:21][CH2:22][CH3:23])[CH2:18][CH2:19][CH3:20])[C:13](=[O:16])[C:14]=2[CH:15]=1, predict the reactants needed to synthesize it. The reactants are: [CH3:1][S:2]([NH:5][C:6]1[CH:7]=[C:8]([C:24]([O:26][CH3:27])=[O:25])[C:9]2[CH2:10][CH2:11][N:12]([CH:17]([CH2:21][CH2:22][CH3:23])[CH2:18][CH2:19][CH3:20])[C:13](=[O:16])[C:14]=2[CH:15]=1)(=[O:4])=[O:3].[H-].[Na+].I[CH3:31].O. (5) The reactants are: [Br:1][C:2]1[N:3]=[C:4]2[C:10]([C:11](=[O:16])[C:12]([CH3:15])([CH3:14])[CH3:13])=[CH:9][NH:8][C:5]2=[N:6][CH:7]=1.[CH2:17](O)[CH2:18][OH:19].O.C1(C)C=CC(S(O)(=O)=O)=CC=1.[Cl-].[NH4+]. Given the product [Br:1][C:2]1[N:3]=[C:4]2[C:10]([C:11]3([C:12]([CH3:13])([CH3:15])[CH3:14])[O:19][CH2:18][CH2:17][O:16]3)=[CH:9][NH:8][C:5]2=[N:6][CH:7]=1, predict the reactants needed to synthesize it. (6) Given the product [F:8][C:9]1[CH:10]=[C:11]([CH:12]=[CH:13][C:14]=1[O:15][C:16]1[CH:21]=[CH:20][N:19]=[C:18]2[CH:22]=[C:23]([C:16]3[CH2:17][CH2:18][N:19]([CH3:20])[CH2:1][CH:3]=3)[S:24][C:17]=12)[NH2:32], predict the reactants needed to synthesize it. The reactants are: [C:1](O)([C:3](F)(F)F)=O.[F:8][C:9]1[CH:10]=[C:11]([NH:32]C(=O)OC(C)(C)C)[CH:12]=[CH:13][C:14]=1[O:15][C:16]1[CH:21]=[CH:20][N:19]=[C:18]2[CH:22]=[C:23](C3CN(C)CCC=3)[S:24][C:17]=12.